Dataset: Reaction yield outcomes from USPTO patents with 853,638 reactions. Task: Predict the reaction yield, written as a fraction of the theoretical maximum amount of product (1.0 means a 100% yield; for example, 0.34 means a 34% yield). (1) The reactants are Cl[C:2]1[C:3]2[N:4]([CH:8]=[C:9]([C:11]3[CH:16]=[CH:15][C:14]([F:17])=[CH:13][C:12]=3[F:18])[N:10]=2)[CH:5]=[CH:6][N:7]=1.[CH2:19]1COCC1.CN1C(=O)CCC1.C[Mg+].[Br-]. The catalyst is CCOCC.CO. The product is [F:18][C:12]1[CH:13]=[C:14]([F:17])[CH:15]=[CH:16][C:11]=1[C:9]1[N:10]=[C:3]2[C:2]([CH3:19])=[N:7][CH:6]=[CH:5][N:4]2[CH:8]=1. The yield is 0.640. (2) The reactants are Br[C:2]1[CH:9]=[CH:8][CH:7]=[C:6]([N:10]2[C:22](=[O:23])[C:21]3[S:20][C:19]4[CH2:18][CH2:17][CH2:16][CH2:15][C:14]=4[C:13]=3[CH:12]=[N:11]2)[C:3]=1[CH:4]=[O:5].[CH3:24][N:25]1[CH:30]=[C:29](B2OC(C)(C)C(C)(C)O2)[CH:28]=[C:27]([NH:40][C:41]2[CH:46]=[CH:45][C:44]([N:47]3[CH2:52][CH2:51][N:50]([CH:53]4[CH2:56][O:55][CH2:54]4)[CH2:49][C@@H:48]3[CH3:57])=[CH:43][N:42]=2)[C:26]1=[O:58].C([O-])(=O)C.[Na+].[O-]P([O-])([O-])=O.[K+].[K+].[K+]. The catalyst is C1C=CC(P(C2C=CC=CC=2)[C-]2C=CC=C2)=CC=1.C1C=CC(P(C2C=CC=CC=2)[C-]2C=CC=C2)=CC=1.Cl[Pd]Cl.[Fe+2].C(#N)C. The product is [CH3:24][N:25]1[C:26](=[O:58])[C:27]([NH:40][C:41]2[CH:46]=[CH:45][C:44]([N:47]3[CH2:52][CH2:51][N:50]([CH:53]4[CH2:54][O:55][CH2:56]4)[CH2:49][C@@H:48]3[CH3:57])=[CH:43][N:42]=2)=[CH:28][C:29]([C:2]2[CH:9]=[CH:8][CH:7]=[C:6]([N:10]3[C:22](=[O:23])[C:21]4[S:20][C:19]5[CH2:18][CH2:17][CH2:16][CH2:15][C:14]=5[C:13]=4[CH:12]=[N:11]3)[C:3]=2[CH:4]=[O:5])=[CH:30]1. The yield is 0.460. (3) The reactants are [CH2:1]([NH2:8])[C:2]1[CH:7]=[CH:6][CH:5]=[CH:4][CH:3]=1.Cl[C:10]1[N:18]=[CH:17][CH:16]=[CH:15][C:11]=1[C:12]([OH:14])=[O:13]. The catalyst is N1C=CC=CC=1. The product is [CH2:1]([NH:8][C:10]1[N:18]=[CH:17][CH:16]=[CH:15][C:11]=1[C:12]([OH:14])=[O:13])[C:2]1[CH:7]=[CH:6][CH:5]=[CH:4][CH:3]=1. The yield is 0.840. (4) The reactants are [CH2:1]([O:3][C:4]([C:6]1[N:7]=[C:8](I)[O:9][C:10]=1[C:11]1[CH:16]=[CH:15][C:14]([N:17]2[CH2:22][CH2:21][N:20]([C:23]([O:25][C:26]([CH3:29])([CH3:28])[CH3:27])=[O:24])[CH2:19][CH2:18]2)=[CH:13][CH:12]=1)=[O:5])[CH3:2].[NH2:31][C:32]1[C:33]([CH3:38])=[CH:34][CH:35]=[CH:36][CH:37]=1.C1(P(C2CCCCC2)C2C=CC=CC=2C2C(CCC)=CC(CCC)=CC=2CCC)CCCCC1.C(=O)([O-])[O-].[K+].[K+]. The catalyst is CN(C=O)C.C1C=CC(/C=C/C(/C=C/C2C=CC=CC=2)=O)=CC=1.C1C=CC(/C=C/C(/C=C/C2C=CC=CC=2)=O)=CC=1.C1C=CC(/C=C/C(/C=C/C2C=CC=CC=2)=O)=CC=1.[Pd].[Pd]. The product is [C:33]1([CH3:38])[C:32]([NH:31][C:8]2[O:9][C:10]([C:11]3[CH:16]=[CH:15][C:14]([N:17]4[CH2:22][CH2:21][N:20]([C:23]([O:25][C:26]([CH3:29])([CH3:28])[CH3:27])=[O:24])[CH2:19][CH2:18]4)=[CH:13][CH:12]=3)=[C:6]([C:4]([O:3][CH2:1][CH3:2])=[O:5])[N:7]=2)=[CH:37][CH:36]=[CH:35][CH:34]=1. The yield is 0.520. (5) The reactants are I[C:2]1[C:7]([N+:8]([O-:10])=[O:9])=[CH:6][N:5]=[C:4]2[O:11][CH2:12][CH2:13][C:3]=12.[NH:14]1[CH2:19][CH2:18][CH2:17][C@H:16]([NH:20][C:21](=[O:27])[O:22][C:23]([CH3:26])([CH3:25])[CH3:24])[CH2:15]1.CCN(C(C)C)C(C)C. The catalyst is CCO. The product is [N+:8]([C:7]1[C:2]([N:14]2[CH2:19][CH2:18][CH2:17][C@H:16]([NH:20][C:21](=[O:27])[O:22][C:23]([CH3:25])([CH3:24])[CH3:26])[CH2:15]2)=[C:3]2[CH2:13][CH2:12][O:11][C:4]2=[N:5][CH:6]=1)([O-:10])=[O:9]. The yield is 0.960. (6) The reactants are Cl.Cl.[O:3]1[C:9]2[CH:10]=[CH:11][C:12]([C:14]3[CH:15]=[CH:16][C:17]4[N:21]=[C:20]([NH:22][C:23](=[O:26])[O:24][CH3:25])[NH:19][C:18]=4[CH:27]=3)=[CH:13][C:8]=2[CH2:7][NH:6][CH2:5][CH2:4]1.CN(C=O)C.CCN(C(C)C)C(C)C.[F:42][CH2:43][CH:44]1[CH2:49][CH2:48][N:47]([C:50](Cl)=[O:51])[CH2:46][CH2:45]1. The catalyst is ClCCl. The product is [F:42][CH2:43][CH:44]1[CH2:49][CH2:48][N:47]([C:50]([N:6]2[CH2:7][C:8]3[CH:13]=[C:12]([C:14]4[CH:15]=[CH:16][C:17]5[N:21]=[C:20]([NH:22][C:23](=[O:26])[O:24][CH3:25])[NH:19][C:18]=5[CH:27]=4)[CH:11]=[CH:10][C:9]=3[O:3][CH2:4][CH2:5]2)=[O:51])[CH2:46][CH2:45]1. The yield is 0.660. (7) The reactants are Cl[C:2](Cl)([O:4]C(=O)OC(Cl)(Cl)Cl)Cl.[NH2:13][C@@H:14]1[CH2:19][CH2:18][CH2:17][CH2:16][C@H:15]1[NH:20][CH:21]1[CH2:26][CH2:25][N:24]([C:27]([O:29][C:30]([CH3:33])([CH3:32])[CH3:31])=[O:28])[CH2:23][CH2:22]1.C(N(CC)CC)C.[OH-].[Na+]. The catalyst is ClCCl. The product is [O:4]=[C:2]1[N:20]([CH:21]2[CH2:22][CH2:23][N:24]([C:27]([O:29][C:30]([CH3:33])([CH3:32])[CH3:31])=[O:28])[CH2:25][CH2:26]2)[C@@H:15]2[CH2:16][CH2:17][CH2:18][CH2:19][C@H:14]2[NH:13]1. The yield is 0.560. (8) The reactants are [CH3:1][O:2][C:3]1[CH:4]=[C:5]2[C:10](=[CH:11][C:12]=1[O:13][CH3:14])[N:9]=[CH:8][CH:7]=[C:6]2[O:15][C:16]1[CH:21]=[CH:20][C:19]([CH3:22])=[CH:18][C:17]=1[N+:23]([O-])=O.[H][H]. The catalyst is C(N(CC)CC)C.CN(C)C=O.[OH-].[Pd+2].[OH-]. The product is [NH2:23][C:17]1[CH:18]=[C:19]([CH3:22])[CH:20]=[CH:21][C:16]=1[O:15][C:6]1[C:5]2[C:10](=[CH:11][C:12]([O:13][CH3:14])=[C:3]([O:2][CH3:1])[CH:4]=2)[N:9]=[CH:8][CH:7]=1. The yield is 0.550. (9) The reactants are [NH2:1][C:2]1[CH:7]=[C:6]([Cl:8])[CH:5]=[C:4]([Br:9])[C:3]=1[OH:10].C([O-])([O-])=O.[K+].[K+].[CH2:17]([O:19][C:20](=[O:28])[CH:21](Br)[C:22](OCC)=O)[CH3:18]. The catalyst is CC(C)=O. The product is [CH2:17]([O:19][C:20]([CH:21]1[CH2:22][NH:1][C:2]2[CH:7]=[C:6]([Cl:8])[CH:5]=[C:4]([Br:9])[C:3]=2[O:10]1)=[O:28])[CH3:18]. The yield is 0.521.